Dataset: Forward reaction prediction with 1.9M reactions from USPTO patents (1976-2016). Task: Predict the product of the given reaction. (1) Given the reactants [Cl:1][C:2]1[CH:7]=[CH:6][C:5]([C@H:8]2[N:15]3[C:11]([S:12][C:13]([C:19]([N:21]4[CH2:28][CH2:27][CH2:26][C@H:22]4[C:23](O)=[O:24])=[O:20])=[C:14]3[CH:16]([CH3:18])[CH3:17])=[N:10][C@:9]2([C:30]2[CH:35]=[CH:34][C:33]([Cl:36])=[CH:32][CH:31]=2)[CH3:29])=[CH:4][CH:3]=1.[OH:37][CH2:38][CH2:39][N:40]1[CH2:45][CH2:44][NH:43][CH2:42][CH2:41]1, predict the reaction product. The product is: [Cl:1][C:2]1[CH:7]=[CH:6][C:5]([C@H:8]2[N:15]3[C:11]([S:12][C:13]([C:19]([N:21]4[CH2:28][CH2:27][CH2:26][C@H:22]4[C:23]([N:43]4[CH2:44][CH2:45][N:40]([CH2:39][CH2:38][OH:37])[CH2:41][CH2:42]4)=[O:24])=[O:20])=[C:14]3[CH:16]([CH3:18])[CH3:17])=[N:10][C@:9]2([C:30]2[CH:31]=[CH:32][C:33]([Cl:36])=[CH:34][CH:35]=2)[CH3:29])=[CH:4][CH:3]=1. (2) Given the reactants Br[C:2]1[C:3]2[CH2:10][CH2:9][CH:8]([NH:11][S:12]([CH2:15][CH3:16])(=[O:14])=[O:13])[C:4]=2[CH:5]=[N:6][CH:7]=1.[F:17][C:18]1[CH:27]=[C:26]2[C:21]([CH2:22][CH2:23][C:24](=[O:29])[N:25]2[CH3:28])=[CH:20][C:19]=1B1OC(C)(C)C(C)(C)O1, predict the reaction product. The product is: [F:17][C:18]1[CH:27]=[C:26]2[C:21]([CH2:22][CH2:23][C:24](=[O:29])[N:25]2[CH3:28])=[CH:20][C:19]=1[C:2]1[C:3]2[CH2:10][CH2:9][CH:8]([NH:11][S:12]([CH2:15][CH3:16])(=[O:14])=[O:13])[C:4]=2[CH:5]=[N:6][CH:7]=1. (3) The product is: [S:3]=[C:4]1[NH:8][C@H:7]2[CH2:9][S:10][C@@H:11]([CH2:12][CH2:13][CH2:14][CH2:15][C:16]([OH:18])=[O:17])[C@H:6]2[NH:5]1. Given the reactants [OH-].[Na+].[S:3]=[C:4]1[NH:8][C@H:7]2[CH2:9][S:10][C@@H:11]([CH2:12][CH2:13][CH2:14][CH2:15][C:16]([O:18]C)=[O:17])[C@H:6]2[NH:5]1.Cl, predict the reaction product. (4) Given the reactants [S-:1][C:2]#[N:3].[NH4+].[F:5][C:6]([F:16])([F:15])[O:7][C:8]1[CH:14]=[CH:13][C:11]([NH2:12])=[CH:10][CH:9]=1.BrBr, predict the reaction product. The product is: [F:5][C:6]([F:15])([F:16])[O:7][C:8]1[CH:14]=[CH:13][C:11]2[N:12]=[C:2]([NH2:3])[S:1][C:10]=2[CH:9]=1.